From a dataset of NCI-60 drug combinations with 297,098 pairs across 59 cell lines. Regression. Given two drug SMILES strings and cell line genomic features, predict the synergy score measuring deviation from expected non-interaction effect. (1) Drug 1: CCN(CC)CCCC(C)NC1=C2C=C(C=CC2=NC3=C1C=CC(=C3)Cl)OC. Drug 2: B(C(CC(C)C)NC(=O)C(CC1=CC=CC=C1)NC(=O)C2=NC=CN=C2)(O)O. Cell line: SF-295. Synergy scores: CSS=33.3, Synergy_ZIP=-5.05, Synergy_Bliss=-1.98, Synergy_Loewe=-7.00, Synergy_HSA=-3.02. (2) Drug 1: CS(=O)(=O)CCNCC1=CC=C(O1)C2=CC3=C(C=C2)N=CN=C3NC4=CC(=C(C=C4)OCC5=CC(=CC=C5)F)Cl. Drug 2: CC(C)NC(=O)C1=CC=C(C=C1)CNNC.Cl. Cell line: A549. Synergy scores: CSS=2.85, Synergy_ZIP=-0.0872, Synergy_Bliss=0.376, Synergy_Loewe=-8.75, Synergy_HSA=-2.69. (3) Drug 1: CC12CCC3C(C1CCC2=O)CC(=C)C4=CC(=O)C=CC34C. Drug 2: C(=O)(N)NO. Cell line: SF-295. Synergy scores: CSS=36.4, Synergy_ZIP=-12.0, Synergy_Bliss=-6.19, Synergy_Loewe=-17.0, Synergy_HSA=-5.05. (4) Drug 1: CC(C1=C(C=CC(=C1Cl)F)Cl)OC2=C(N=CC(=C2)C3=CN(N=C3)C4CCNCC4)N. Drug 2: CN1C2=C(C=C(C=C2)N(CCCl)CCCl)N=C1CCCC(=O)O.Cl. Cell line: RPMI-8226. Synergy scores: CSS=11.5, Synergy_ZIP=6.11, Synergy_Bliss=13.2, Synergy_Loewe=2.84, Synergy_HSA=5.71. (5) Drug 1: C1CC(=O)NC(=O)C1N2CC3=C(C2=O)C=CC=C3N. Drug 2: CNC(=O)C1=NC=CC(=C1)OC2=CC=C(C=C2)NC(=O)NC3=CC(=C(C=C3)Cl)C(F)(F)F. Cell line: NCI-H322M. Synergy scores: CSS=4.90, Synergy_ZIP=-6.29, Synergy_Bliss=-3.31, Synergy_Loewe=-3.91, Synergy_HSA=-4.51.